Dataset: Full USPTO retrosynthesis dataset with 1.9M reactions from patents (1976-2016). Task: Predict the reactants needed to synthesize the given product. (1) Given the product [C:15]([O:19][C:20]([N:22]1[CH2:23][CH:24]([F:28])[CH:25]([NH:33][CH2:32][C:31]2[CH:34]=[CH:35][C:36]([Cl:38])=[CH:37][C:30]=2[Cl:29])[CH2:26]1)=[O:21])([CH3:18])([CH3:17])[CH3:16], predict the reactants needed to synthesize it. The reactants are: C(O[BH-](OC(=O)C)OC(=O)C)(=O)C.[Na+].[C:15]([O:19][C:20]([N:22]1[CH2:26][C:25](=O)[CH:24]([F:28])[CH2:23]1)=[O:21])([CH3:18])([CH3:17])[CH3:16].[Cl:29][C:30]1[CH:37]=[C:36]([Cl:38])[CH:35]=[CH:34][C:31]=1[CH2:32][NH2:33].[OH-].[Na+]. (2) Given the product [CH3:1][C:2]1([CH3:31])[CH2:11][CH2:10][C:9]2[N:8]=[CH:7][N:6]=[C:5]([N:12]3[CH2:18][C:17]4[CH:19]=[C:20]([C:23]5[CH:24]=[C:25]6[NH:30][C:37]([NH:36][C:34](=[O:35])[O:33][CH3:32])=[N:29][C:26]6=[N:27][CH:28]=5)[CH:21]=[CH:22][C:16]=4[O:15][CH2:14][CH2:13]3)[C:4]=2[CH2:3]1, predict the reactants needed to synthesize it. The reactants are: [CH3:1][C:2]1([CH3:31])[CH2:11][CH2:10][C:9]2[N:8]=[CH:7][N:6]=[C:5]([N:12]3[CH2:18][C:17]4[CH:19]=[C:20]([C:23]5[CH:24]=[C:25]([NH2:30])[C:26]([NH2:29])=[N:27][CH:28]=5)[CH:21]=[CH:22][C:16]=4[O:15][CH2:14][CH2:13]3)[C:4]=2[CH2:3]1.[CH3:32][O:33][C:34]([NH:36][C:37](=NC(OC)=O)SC)=[O:35]. (3) Given the product [Cl:1][C:2]1[CH:7]=[C:6]([O:8][C:9]2[C:18]3[C:13](=[CH:14][C:15]([O:21][CH2:36][CH2:37][OH:38])=[C:16]([O:19][CH3:20])[CH:17]=3)[N:12]=[CH:11][CH:10]=2)[CH:5]=[CH:4][C:3]=1[NH:22][C:23]([NH:25][CH2:26][CH2:27][CH3:28])=[O:24], predict the reactants needed to synthesize it. The reactants are: [Cl:1][C:2]1[CH:7]=[C:6]([O:8][C:9]2[C:18]3[C:13](=[CH:14][C:15]([OH:21])=[C:16]([O:19][CH3:20])[CH:17]=3)[N:12]=[CH:11][CH:10]=2)[CH:5]=[CH:4][C:3]=1[NH:22][C:23]([NH:25][CH2:26][CH2:27][CH3:28])=[O:24].C(=O)([O-])[O-].[K+].[K+].Br[CH2:36][CH2:37][OH:38].O.